The task is: Regression/Classification. Given a drug SMILES string, predict its absorption, distribution, metabolism, or excretion properties. Task type varies by dataset: regression for continuous measurements (e.g., permeability, clearance, half-life) or binary classification for categorical outcomes (e.g., BBB penetration, CYP inhibition). Dataset: cyp1a2_veith.. This data is from CYP1A2 inhibition data for predicting drug metabolism from PubChem BioAssay. The molecule is COc1ccc(COC(=O)N/N=C2/C[C@@H](O)[C@@H](O)[C@H]3[C@@H]2CC[C@@H]2C(=O)N(Cc4ccccc4)C(=O)[C@H]23)cc1. The result is 0 (non-inhibitor).